This data is from Full USPTO retrosynthesis dataset with 1.9M reactions from patents (1976-2016). The task is: Predict the reactants needed to synthesize the given product. (1) Given the product [C:37]([OH:49])(=[O:48])[CH2:38][C:39]([CH2:44][C:45]([OH:47])=[O:46])([C:41]([OH:43])=[O:42])[OH:40].[CH2:1]([S:3]([C:6]1[CH:7]=[C:8]([C:12]2[CH:20]=[C:19]([C:21]([NH:23][CH:24]3[CH2:25][CH2:26][N:27]([CH3:30])[CH2:28][CH2:29]3)=[O:22])[C:18]([CH3:31])=[C:17]3[C:13]=2[C:14]2[CH:35]=[C:34]([CH3:36])[CH:33]=[N:32][C:15]=2[NH:16]3)[CH:9]=[CH:10][CH:11]=1)(=[O:4])=[O:5])[CH3:2], predict the reactants needed to synthesize it. The reactants are: [CH2:1]([S:3]([C:6]1[CH:7]=[C:8]([C:12]2[CH:20]=[C:19]([C:21]([NH:23][CH:24]3[CH2:29][CH2:28][N:27]([CH3:30])[CH2:26][CH2:25]3)=[O:22])[C:18]([CH3:31])=[C:17]3[C:13]=2[C:14]2[CH:35]=[C:34]([CH3:36])[CH:33]=[N:32][C:15]=2[NH:16]3)[CH:9]=[CH:10][CH:11]=1)(=[O:5])=[O:4])[CH3:2].[C:37]([OH:49])(=[O:48])[CH2:38][C:39]([CH2:44][C:45]([OH:47])=[O:46])([C:41]([OH:43])=[O:42])[OH:40]. (2) Given the product [Cl:23][C:24]1[CH:25]=[C:26]([CH2:32][NH:1][CH:2]2[CH2:3][CH2:4][N:5]([CH2:8][CH2:9][N:10]3[C:19]4[C:14](=[N:15][CH:16]=[C:17]([O:20][CH3:21])[CH:18]=4)[CH:13]=[CH:12][C:11]3=[O:22])[CH2:6][CH2:7]2)[CH:27]=[N:28][C:29]=1[CH2:30][OH:31], predict the reactants needed to synthesize it. The reactants are: [NH2:1][CH:2]1[CH2:7][CH2:6][N:5]([CH2:8][CH2:9][N:10]2[C:19]3[C:14](=[N:15][CH:16]=[C:17]([O:20][CH3:21])[CH:18]=3)[CH:13]=[CH:12][C:11]2=[O:22])[CH2:4][CH2:3]1.[Cl:23][C:24]1[CH:25]=[C:26]([CH:32]=O)[CH:27]=[N:28][C:29]=1[CH2:30][OH:31].C(O[BH-](OC(=O)C)OC(=O)C)(=O)C.[Na+].C(O[BH-](OC(=O)C)OC(=O)C)(=O)C. (3) The reactants are: [CH3:1][O:2][C:3]1[C:8]2[O:9][C:10]3([O:16][C:7]=2[C:6]([C:17](OC)=[O:18])=[CH:5][CH:4]=1)[CH2:15][CH2:14][S:13][CH2:12][CH2:11]3.[Cl:21][C:22]1[CH:23]=[N:24][CH:25]=[C:26]([Cl:29])[C:27]=1[CH3:28].C[Si]([N-][Si](C)(C)C)(C)C.[Li+].[NH4+].[Cl-]. Given the product [Cl:21][C:22]1[CH:23]=[N:24][CH:25]=[C:26]([Cl:29])[C:27]=1[CH2:28][C:17]([C:6]1[C:7]2[O:16][C:10]3([CH2:15][CH2:14][S:13][CH2:12][CH2:11]3)[O:9][C:8]=2[C:3]([O:2][CH3:1])=[CH:4][CH:5]=1)=[O:18], predict the reactants needed to synthesize it.